This data is from Full USPTO retrosynthesis dataset with 1.9M reactions from patents (1976-2016). The task is: Predict the reactants needed to synthesize the given product. (1) Given the product [F:28][C:29]1[CH:34]=[C:33]([C:12]2[C:13]3[C:14](=[N:15][CH:16]=[CH:17][CH:18]=3)[N:10]([S:7]([C:1]3[CH:2]=[CH:3][CH:4]=[CH:5][CH:6]=3)(=[O:9])=[O:8])[CH:11]=2)[CH:32]=[C:31]([F:36])[N:30]=1, predict the reactants needed to synthesize it. The reactants are: [C:1]1([S:7]([N:10]2[C:14]3=[N:15][CH:16]=[CH:17][CH:18]=[C:13]3[C:12](B3OC(C)(C)C(C)(C)O3)=[CH:11]2)(=[O:9])=[O:8])[CH:6]=[CH:5][CH:4]=[CH:3][CH:2]=1.[F:28][C:29]1[CH:34]=[C:33](I)[CH:32]=[C:31]([F:36])[N:30]=1.C(=O)([O-])[O-].[Na+].[Na+]. (2) Given the product [ClH:1].[CH2:7]1[C:2]2([CH2:3][CH2:4][NH:9][CH2:10][C@H:11]2[OH:21])[CH2:6]1, predict the reactants needed to synthesize it. The reactants are: [Cl:1][C:2]1[CH:3]=[C:4]([N:9]2CCN(CCCC(O)=O)[C:11](=[O:21])[C@H:10]2C)C=[CH:6][C:7]=1Cl.C1C2(CCNC[C@H]2O)C1. (3) Given the product [F:42][C:43]([F:52])([F:53])[C:44]1[CH:51]=[CH:50][C:47]([CH2:48][NH:49][C:17]([C:13]2[CH:12]=[C:11]3[C:16]([C:8]([N:5]4[CH2:4][CH2:3][N:2]([CH3:1])[CH2:7][CH2:6]4)=[N:9][NH:10]3)=[CH:15][CH:14]=2)=[O:19])=[CH:46][CH:45]=1, predict the reactants needed to synthesize it. The reactants are: [CH3:1][N:2]1[CH2:7][CH2:6][N:5]([C:8]2[C:16]3[C:11](=[CH:12][C:13]([C:17]([O-:19])=O)=[CH:14][CH:15]=3)[NH:10][N:9]=2)[CH2:4][CH2:3]1.[Li+].C(Cl)CCl.C1C=CC2N(O)N=NC=2C=1.CCN(CC)CC.[F:42][C:43]([F:53])([F:52])[C:44]1[CH:51]=[CH:50][C:47]([CH2:48][NH2:49])=[CH:46][CH:45]=1. (4) Given the product [NH2:12][C:11]1[N:9]([C:5]2[CH:6]=[CH:7][CH:8]=[C:3]([Br:2])[CH:4]=2)[N:10]=[C:14]([C:15]([O:17][CH2:18][CH3:19])=[O:16])[CH:13]=1, predict the reactants needed to synthesize it. The reactants are: Cl.[Br:2][C:3]1[CH:4]=[C:5]([NH:9][NH2:10])[CH:6]=[CH:7][CH:8]=1.[C:11]([CH:13]=[C:14](O[K])[C:15]([O:17][CH2:18][CH3:19])=[O:16])#[N:12]. (5) Given the product [CH2:1]([O:8][C:9]1[C:10](=[O:26])[N:11]([CH2:17][C:18]2[CH:23]=[CH:22][C:21]([O:24][CH3:25])=[CH:20][CH:19]=2)[N:12]=[C:13]([CH2:15][O:16][Si:36]([C:33]([CH3:35])([CH3:34])[CH3:32])([C:43]2[CH:44]=[CH:45][CH:46]=[CH:47][CH:48]=2)[C:37]2[CH:42]=[CH:41][CH:40]=[CH:39][CH:38]=2)[CH:14]=1)[C:2]1[CH:7]=[CH:6][CH:5]=[CH:4][CH:3]=1, predict the reactants needed to synthesize it. The reactants are: [CH2:1]([O:8][C:9]1[C:10](=[O:26])[N:11]([CH2:17][C:18]2[CH:23]=[CH:22][C:21]([O:24][CH3:25])=[CH:20][CH:19]=2)[N:12]=[C:13]([CH2:15][OH:16])[CH:14]=1)[C:2]1[CH:7]=[CH:6][CH:5]=[CH:4][CH:3]=1.N1C=CN=C1.[CH3:32][C:33]([Si:36](Cl)([C:43]1[CH:48]=[CH:47][CH:46]=[CH:45][CH:44]=1)[C:37]1[CH:42]=[CH:41][CH:40]=[CH:39][CH:38]=1)([CH3:35])[CH3:34]. (6) Given the product [F:1][C@H:2]1[C@@H:7]([O:8][C:33]2[CH:34]=[CH:35][CH:36]=[C:37]3[C:32]=2[N:31]=[C:30]([C:27]2[N:25]4[CH:26]=[C:21]([F:20])[CH:22]=[CH:23][C:24]4=[N:29][N:28]=2)[CH:39]=[CH:38]3)[CH2:6][CH2:5][N:4]([C:13]([O:15][C:16]([CH3:19])([CH3:18])[CH3:17])=[O:14])[CH2:3]1, predict the reactants needed to synthesize it. The reactants are: [F:1][C@H:2]1[C@H:7]([O:8]S(C)(=O)=O)[CH2:6][CH2:5][N:4]([C:13]([O:15][C:16]([CH3:19])([CH3:18])[CH3:17])=[O:14])[CH2:3]1.[F:20][C:21]1[CH:22]=[CH:23][C:24]2[N:25]([C:27]([C:30]3[CH:39]=[CH:38][C:37]4[C:32](=[C:33](O)[CH:34]=[CH:35][CH:36]=4)[N:31]=3)=[N:28][N:29]=2)[CH:26]=1.C([O-])([O-])=O.[Cs+].[Cs+].CC(N(C)C)=O. (7) Given the product [CH2:1]([NH:8][CH2:9][CH2:10][CH2:11][CH2:12][CH3:13])[C:2]1[CH:7]=[CH:6][CH:5]=[CH:4][CH:3]=1, predict the reactants needed to synthesize it. The reactants are: [CH2:1]([NH2:8])[C:2]1[CH:7]=[CH:6][CH:5]=[CH:4][CH:3]=1.[CH2:9](I)[CH2:10][CH2:11][CH2:12][CH3:13]. (8) Given the product [CH:18]1([N:9]2[C:10]3[CH:15]=[CH:14][N:13]=[C:12]([O:16][CH3:17])[C:11]=3[C:7]([C:33]3[CH:38]=[CH:37][C:36]([CH2:39][C:40]#[N:41])=[CH:35][CH:34]=3)=[N:8]2)[CH2:22][CH2:21][CH2:20][CH2:19]1, predict the reactants needed to synthesize it. The reactants are: FC(F)(F)S(O[C:7]1[C:11]2[C:12]([O:16][CH3:17])=[N:13][CH:14]=[CH:15][C:10]=2[N:9]([CH:18]2[CH2:22][CH2:21][CH2:20][CH2:19]2)[N:8]=1)(=O)=O.CC1(C)C(C)(C)OB([C:33]2[CH:38]=[CH:37][C:36]([CH2:39][C:40]#[N:41])=[CH:35][CH:34]=2)O1.C(=O)([O-])[O-].[Na+].[Na+].O.